From a dataset of Catalyst prediction with 721,799 reactions and 888 catalyst types from USPTO. Predict which catalyst facilitates the given reaction. Reactant: FC(F)(F)S(O[C:7]1[C:16]([CH:17]=[O:18])=[C:15]([CH:19]([CH3:21])[CH3:20])[CH:14]=[C:13]2[C:8]=1[C:9](=[O:24])[CH2:10][C:11]([CH3:23])([CH3:22])[O:12]2)(=O)=O.[C:27]1(B(O)O)[CH2:31][CH2:30][CH2:29][CH:28]=1.P([O-])([O-])([O-])=O.[K+].[K+].[K+].[Cl-].[NH4+]. Product: [C:27]1([C:7]2[C:16]([CH:17]=[O:18])=[C:15]([CH:19]([CH3:20])[CH3:21])[CH:14]=[C:13]3[C:8]=2[C:9](=[O:24])[CH2:10][C:11]([CH3:23])([CH3:22])[O:12]3)[CH2:31][CH2:30][CH2:29][CH:28]=1. The catalyst class is: 77.